From a dataset of NCI-60 drug combinations with 297,098 pairs across 59 cell lines. Regression. Given two drug SMILES strings and cell line genomic features, predict the synergy score measuring deviation from expected non-interaction effect. Drug 1: C1=NC2=C(N1)C(=S)N=C(N2)N. Drug 2: CC1C(C(=O)NC(C(=O)N2CCCC2C(=O)N(CC(=O)N(C(C(=O)O1)C(C)C)C)C)C(C)C)NC(=O)C3=C4C(=C(C=C3)C)OC5=C(C(=O)C(=C(C5=N4)C(=O)NC6C(OC(=O)C(N(C(=O)CN(C(=O)C7CCCN7C(=O)C(NC6=O)C(C)C)C)C)C(C)C)C)N)C. Cell line: SW-620. Synergy scores: CSS=16.9, Synergy_ZIP=2.13, Synergy_Bliss=10.4, Synergy_Loewe=9.78, Synergy_HSA=9.82.